This data is from Catalyst prediction with 721,799 reactions and 888 catalyst types from USPTO. The task is: Predict which catalyst facilitates the given reaction. (1) Reactant: [C:1]1([CH:7]2[CH2:12][CH2:11][NH:10][CH2:9][CH2:8]2)[CH:6]=[CH:5][CH:4]=[CH:3][CH:2]=1.S(=O)(=O)(O)O.[N+:18]([O-])([OH:20])=[O:19].C(=O)([O-])O.[Na+].[OH-].[Na+]. Product: [N+:18]([C:4]1[CH:5]=[CH:6][C:1]([CH:7]2[CH2:8][CH2:9][NH:10][CH2:11][CH2:12]2)=[CH:2][CH:3]=1)([O-:20])=[O:19]. The catalyst class is: 15. (2) Reactant: C([O:8][C:9]1[C:10](=[O:34])[C:11]([C:28](=[O:33])[C:29]([CH3:32])([CH3:31])[CH3:30])=[CH:12][N:13]2[CH2:18][CH2:17][N:16]([CH2:19][C:20]3[CH:25]=[CH:24][CH:23]=[C:22]([Cl:26])[CH:21]=3)[C:15](=[O:27])[C:14]=12)C1C=CC=CC=1. Product: [ClH:26].[Cl:26][C:22]1[CH:21]=[C:20]([CH:25]=[CH:24][CH:23]=1)[CH2:19][N:16]1[CH2:17][CH2:18][N:13]2[CH:12]=[C:11]([C:28](=[O:33])[C:29]([CH3:31])([CH3:32])[CH3:30])[C:10](=[O:34])[C:9]([OH:8])=[C:14]2[C:15]1=[O:27]. The catalyst class is: 55. (3) Reactant: [Br:1][C:2]1[S:3][C:4]([C:7]#[N:8])=[CH:5][CH:6]=1.[ClH:9].[CH2:10]([O:12]CC)[CH3:11]. Product: [ClH:9].[CH2:10]([O:12][C:7]([C:4]1[S:3][C:2]([Br:1])=[CH:6][CH:5]=1)=[NH:8])[CH3:11]. The catalyst class is: 8. (4) Reactant: [NH2:1][OH:2].[F:3][C:4]([F:15])([F:14])[O:5][C:6]1[CH:13]=[CH:12][CH:11]=[CH:10][C:7]=1[C:8]#[N:9]. Product: [OH:2][N:1]=[C:8]([C:7]1[CH:10]=[CH:11][CH:12]=[CH:13][C:6]=1[O:5][C:4]([F:3])([F:14])[F:15])[NH2:9]. The catalyst class is: 14. (5) Reactant: [Cl:1][C:2]1[CH:3]=[C:4]2[C:10]([C:11]3[N:16]=[C:15]([NH:17][C@H:18]4[CH2:23][CH2:22][CH2:21][C@@:20]([CH2:25][S:26]([CH3:29])(=[O:28])=[O:27])([OH:24])[CH2:19]4)[C:14]([F:30])=[CH:13][N:12]=3)=[CH:9][N:8](S(C3C=CC(C)=CC=3)(=O)=O)[C:5]2=[N:6][CH:7]=1.C[O-].[Na+]. Product: [Cl:1][C:2]1[CH:3]=[C:4]2[C:10]([C:11]3[N:16]=[C:15]([NH:17][C@H:18]4[CH2:23][CH2:22][CH2:21][C@@:20]([CH2:25][S:26]([CH3:29])(=[O:28])=[O:27])([OH:24])[CH2:19]4)[C:14]([F:30])=[CH:13][N:12]=3)=[CH:9][NH:8][C:5]2=[N:6][CH:7]=1. The catalyst class is: 5.